Dataset: Reaction yield outcomes from USPTO patents with 853,638 reactions. Task: Predict the reaction yield, written as a fraction of the theoretical maximum amount of product (1.0 means a 100% yield; for example, 0.34 means a 34% yield). The reactants are [NH2:1][C:2]1[C:3]2[C:10]([C:11]3[C:12]([F:27])=[C:13]4[C:17](=[CH:18][CH:19]=3)[N:16](C(OC(C)(C)C)=O)[CH2:15][CH2:14]4)=[CH:9][N:8]([CH3:28])[C:4]=2[N:5]=[CH:6][N:7]=1.[ClH:29]. No catalyst specified. The product is [ClH:29].[ClH:29].[F:27][C:12]1[C:11]([C:10]2[C:3]3[C:2]([NH2:1])=[N:7][CH:6]=[N:5][C:4]=3[N:8]([CH3:28])[CH:9]=2)=[CH:19][CH:18]=[C:17]2[C:13]=1[CH2:14][CH2:15][NH:16]2. The yield is 0.790.